Predict the product of the given reaction. From a dataset of Forward reaction prediction with 1.9M reactions from USPTO patents (1976-2016). (1) Given the reactants [I:1][C:2]1[CH:7]=[CH:6][C:5]([OH:8])=[C:4]([CH3:9])[CH:3]=1.C(=O)([O-])[O-].[Cs+].[Cs+].[CH2:16](Br)[C:17]1[CH:22]=[CH:21][CH:20]=[CH:19][CH:18]=1, predict the reaction product. The product is: [CH2:16]([O:8][C:5]1[CH:6]=[CH:7][C:2]([I:1])=[CH:3][C:4]=1[CH3:9])[C:17]1[CH:22]=[CH:21][CH:20]=[CH:19][CH:18]=1. (2) Given the reactants [CH3:1][O:2][C:3]1[CH:4]=[C:5]2[C:9](=[CH:10][CH:11]=1)[N:8]([CH3:12])[CH:7]=[C:6]2[C:13]1[N:25](S(C2C=CC(C)=CC=2)(=O)=O)[C:16]2=[N:17][CH:18]=[C:19]3[CH:23]=[N:22][N:21]([CH3:24])[C:20]3=[C:15]2[CH:14]=1.[H-].[Na+].[Na+].[I-].[P:40]([O:52][CH2:53]Cl)([O:47][C:48]([CH3:51])([CH3:50])[CH3:49])([O:42][C:43]([CH3:46])([CH3:45])[CH3:44])=[O:41], predict the reaction product. The product is: [P:40]([O:52][CH2:53][N:25]1[C:16]2=[N:17][CH:18]=[C:19]3[CH:23]=[N:22][N:21]([CH3:24])[C:20]3=[C:15]2[CH:14]=[C:13]1[C:6]1[C:5]2[C:9](=[CH:10][CH:11]=[C:3]([O:2][CH3:1])[CH:4]=2)[N:8]([CH3:12])[CH:7]=1)([O:42][C:43]([CH3:46])([CH3:45])[CH3:44])([O:47][C:48]([CH3:49])([CH3:50])[CH3:51])=[O:41]. (3) Given the reactants [NH2:1][C:2]1[CH:7]=[CH:6][C:5]([C:8]2[CH:13]=[CH:12][C:11]([C:14]([NH:16][C:17]3[CH:22]=[CH:21][C:20]([O:23][CH3:24])=[C:19]([NH:25][C:26](=[O:34])[CH2:27][N:28]4[CH2:33][CH2:32][O:31][CH2:30][CH2:29]4)[CH:18]=3)=[O:15])=[CH:10][CH:9]=2)=[CH:4][CH:3]=1.C=O.[C:37]([BH3-])#N.[Na+], predict the reaction product. The product is: [CH3:24][O:23][C:20]1[CH:21]=[CH:22][C:17]([NH:16][C:14]([C:11]2[CH:12]=[CH:13][C:8]([C:5]3[CH:6]=[CH:7][C:2]([NH:1][CH3:37])=[CH:3][CH:4]=3)=[CH:9][CH:10]=2)=[O:15])=[CH:18][C:19]=1[NH:25][C:26](=[O:34])[CH2:27][N:28]1[CH2:33][CH2:32][O:31][CH2:30][CH2:29]1. (4) Given the reactants B(F)(F)F.CCOCC.CN(C(F)(F)C(F)F)C.FC(F)(F)C(=O)CC(OCC)=O.N1C=CC=CC=1.Cl.[C:38]([NH:42][NH2:43])([CH3:41])([CH3:40])[CH3:39].[OH-].[K+].[F:46][C:47]([F:64])([F:63])[C:48]([C:50](=[C:56](N(C)C)[CH:57]([F:59])[F:58])[C:51]([O:53][CH2:54][CH3:55])=[O:52])=O, predict the reaction product. The product is: [CH2:54]([O:53][C:51]([C:50]1[C:56]([CH:57]([F:58])[F:59])=[N:43][N:42]([C:38]([CH3:41])([CH3:40])[CH3:39])[C:48]=1[C:47]([F:64])([F:63])[F:46])=[O:52])[CH3:55].